This data is from Forward reaction prediction with 1.9M reactions from USPTO patents (1976-2016). The task is: Predict the product of the given reaction. Given the reactants [CH:1]1[CH:6]=[CH:5][CH:4]=[CH:3][CH:2]=1.[CH:7](O)([CH3:9])[CH3:8], predict the reaction product. The product is: [C:1]1([CH:7]([CH3:9])[CH3:8])[CH:6]=[CH:5][CH:4]=[CH:3][CH:2]=1.